Task: Predict the reactants needed to synthesize the given product.. Dataset: Full USPTO retrosynthesis dataset with 1.9M reactions from patents (1976-2016) (1) Given the product [C:1]([O:5][C:6]([N:8]1[CH2:13][CH2:12][CH:11]([O:14][C:15]2[CH:16]=[CH:17][C:18]3[C:30](=[O:31])[C:29]4[C:28]5[C:23](=[CH:24][CH:25]=[C:26]([NH:32][S:36]([CH3:39])(=[O:38])=[O:37])[CH:27]=5)[NH:22][C:21]=4[C:20]([CH3:34])([CH3:33])[C:19]=3[CH:35]=2)[CH2:10][CH2:9]1)=[O:7])([CH3:4])([CH3:2])[CH3:3], predict the reactants needed to synthesize it. The reactants are: [C:1]([O:5][C:6]([N:8]1[CH2:13][CH2:12][CH:11]([O:14][C:15]2[CH:16]=[CH:17][C:18]3[C:30](=[O:31])[C:29]4[C:28]5[C:23](=[CH:24][CH:25]=[C:26]([NH2:32])[CH:27]=5)[NH:22][C:21]=4[C:20]([CH3:34])([CH3:33])[C:19]=3[CH:35]=2)[CH2:10][CH2:9]1)=[O:7])([CH3:4])([CH3:3])[CH3:2].[S:36](Cl)([CH3:39])(=[O:38])=[O:37]. (2) Given the product [Br:5][C:6]1[C:14]([CH3:15])=[CH:13][CH:12]=[CH:11][C:7]=1[C:8]1[O:10][CH:23]=[C:24]([CH3:25])[N:17]=1, predict the reactants needed to synthesize it. The reactants are: S(Cl)(Cl)=O.[Br:5][C:6]1[C:14]([CH3:15])=[CH:13][CH:12]=[CH:11][C:7]=1[C:8]([OH:10])=O.C[N:17](C=O)C.N.Cl[CH2:23][C:24](=O)[CH3:25]. (3) Given the product [OH:37][CH:35]1[CH2:36][CH:33]([NH:32][C:11]2[C:12]([CH3:31])=[N:13][C:14]3[C:19]([N:20]=2)=[C:18]([C:21]2[NH:29][C:28]4[CH2:27][CH2:26][NH:25][C:24](=[O:30])[C:23]=4[CH:22]=2)[CH:17]=[CH:16][CH:15]=3)[CH2:34]1, predict the reactants needed to synthesize it. The reactants are: CCN(C(C)C)C(C)C.F[C:11]1[C:12]([CH3:31])=[N:13][C:14]2[C:19]([N:20]=1)=[C:18]([C:21]1[NH:29][C:28]3[CH2:27][CH2:26][NH:25][C:24](=[O:30])[C:23]=3[CH:22]=1)[CH:17]=[CH:16][CH:15]=2.[NH2:32][CH:33]1[CH2:36][CH:35]([OH:37])[CH2:34]1. (4) Given the product [CH3:6][C:7]1([CH3:14])[CH2:12][CH2:11][C:10](=[O:13])[CH2:9][CH:8]1[C:3]#[N:2], predict the reactants needed to synthesize it. The reactants are: [Cl-].[NH4+:2].[C-:3]#N.[K+].[CH3:6][C:7]1([CH3:14])[CH2:12][CH2:11][C:10](=[O:13])[CH:9]=[CH:8]1.O. (5) Given the product [C:7]([CH:6]([CH2:12][C:13]([C:15]1[CH:16]=[C:17]2[C:22](=[CH:23][CH:24]=1)[O:21][CH2:20][CH2:19][C:18]2([CH3:26])[CH3:25])=[O:14])[C:5]([O:4][CH2:2][CH3:3])=[O:10])(=[O:9])[CH3:8], predict the reactants needed to synthesize it. The reactants are: [Na].[CH2:2]([O:4][C:5](=[O:10])[CH2:6][C:7](=[O:9])[CH3:8])[CH3:3].Br[CH2:12][C:13]([C:15]1[CH:16]=[C:17]2[C:22](=[CH:23][CH:24]=1)[O:21][CH2:20][CH2:19][C:18]2([CH3:26])[CH3:25])=[O:14].O. (6) Given the product [Cl:1][C:2]1[C:3]([F:12])=[CH:4][C:5]([F:11])=[C:6]([CH:10]=1)[C:7]([O:9][C:17]1[CH:18]=[CH:19][C:14]([CH3:13])=[CH:15][CH:16]=1)=[O:8], predict the reactants needed to synthesize it. The reactants are: [Cl:1][C:2]1[C:3]([F:12])=[CH:4][C:5]([F:11])=[C:6]([CH:10]=1)[C:7]([OH:9])=[O:8].[CH3:13][C:14]1[CH:19]=[CH:18][C:17](O)=[CH:16][CH:15]=1.C(N(CC)CC)C. (7) Given the product [CH3:1][N:2]1[CH:6]=[CH:5][C:4]([S:7]([N:12]2[CH2:17][CH2:16][CH:15]([CH2:18][CH:19]([N:23]3[CH:27]=[C:26]([C:28]4[C:29]5[CH:36]=[CH:35][NH:34][C:30]=5[N:31]=[CH:32][N:33]=4)[CH:25]=[N:24]3)[CH2:20][C:21]#[N:22])[CH2:14][CH2:13]2)(=[O:9])=[O:8])=[N:3]1, predict the reactants needed to synthesize it. The reactants are: [CH3:1][N:2]1[CH:6]=[CH:5][C:4]([S:7](Cl)(=[O:9])=[O:8])=[N:3]1.Cl.[NH:12]1[CH2:17][CH2:16][CH:15]([CH2:18][CH:19]([N:23]2[CH:27]=[C:26]([C:28]3[C:29]4[CH:36]=[CH:35][N:34](COCC[Si](C)(C)C)[C:30]=4[N:31]=[CH:32][N:33]=3)[CH:25]=[N:24]2)[CH2:20][C:21]#[N:22])[CH2:14][CH2:13]1.C(N(CC)CC)C.FC(F)(F)C(O)=O.C(N)CN.